The task is: Predict the reaction yield, written as a fraction of the theoretical maximum amount of product (1.0 means a 100% yield; for example, 0.34 means a 34% yield).. This data is from Reaction yield outcomes from USPTO patents with 853,638 reactions. The reactants are [OH:1][C:2]12[CH2:12][CH:6]3[CH2:7][C:8]([OH:11])([CH2:10][CH:4]([CH:5]3[NH:13]C(=O)C)[CH2:3]1)[CH2:9]2.Cl. No catalyst specified. The product is [NH2:13][CH:5]1[CH:4]2[CH2:3][C:2]3([OH:1])[CH2:9][C:8]([OH:11])([CH2:7][CH:6]1[CH2:12]3)[CH2:10]2. The yield is 0.560.